From a dataset of Catalyst prediction with 721,799 reactions and 888 catalyst types from USPTO. Predict which catalyst facilitates the given reaction. (1) Reactant: [CH2:1]([C:3]1[N:7]=[C:6]([N:8]2[CH2:13][CH2:12][CH:11]([C@H:14]([CH3:18])[CH2:15][CH2:16][OH:17])[CH2:10][CH2:9]2)[O:5][N:4]=1)[CH3:2].C(N(CC)CC)C.[CH3:26][S:27](Cl)(=[O:29])=[O:28].O. Product: [CH2:1]([C:3]1[N:7]=[C:6]([N:8]2[CH2:9][CH2:10][CH:11]([C@H:14]([CH3:18])[CH2:15][CH2:16][O:17][S:27]([CH3:26])(=[O:29])=[O:28])[CH2:12][CH2:13]2)[O:5][N:4]=1)[CH3:2]. The catalyst class is: 2. (2) Reactant: [CH:1]12[O:6][CH:2]1[CH2:3][CH2:4][CH2:5]2.O.[N-:8]=[N+:9]=[N-:10].[Na+].[Cl-].[NH4+]. Product: [N:8]([C@@H:1]1[CH2:5][CH2:4][CH2:3][C@H:2]1[OH:6])=[N+:9]=[N-:10]. The catalyst class is: 8. (3) Reactant: [C:1]([S:4][CH2:5][CH2:6][CH2:7][C:8]([F:11])([F:10])[F:9])(=O)[CH3:2].BrCC[CH2:15][CH2:16][Cl:17]. Product: [F:9][C:8]([F:11])([F:10])[CH2:7][CH2:6][CH2:5][S:4][CH2:1][CH2:2][CH2:15][CH2:16][Cl:17]. The catalyst class is: 5. (4) Reactant: [NH2:1][C:2]1[CH:7]=[CH:6][C:5]([Cl:8])=[CH:4][C:3]=1[C:9]([C:11]1[CH:16]=[CH:15][CH:14]=[C:13]([O:17][CH3:18])[C:12]=1[CH2:19][CH3:20])=[O:10].[BH4-].[Na+]. Product: [NH2:1][C:2]1[CH:7]=[CH:6][C:5]([Cl:8])=[CH:4][C:3]=1[CH:9]([C:11]1[CH:16]=[CH:15][CH:14]=[C:13]([O:17][CH3:18])[C:12]=1[CH2:19][CH3:20])[OH:10]. The catalyst class is: 5. (5) Reactant: [CH:1]1[CH2:12][CH2:11][CH2:10][CH2:9][CH2:8][CH2:7][CH:6]=[CH:5][CH:4]=[CH:3][CH:2]=1. Product: [CH:1]1[CH2:12][CH2:11][CH2:10][CH2:9][CH2:8][CH2:7][CH2:6][CH2:5][CH2:4][CH2:3][CH:2]=1. The catalyst class is: 6. (6) Reactant: [CH3:1][C:2]1[N:11]=[C:10]([CH3:12])[CH:9]=[C:8]2[C:3]=1[CH:4]=[C:5]([C:14]1[CH:19]=[CH:18][CH:17]=[CH:16][CH:15]=1)[C:6](=[O:13])[NH:7]2.[H-].[Na+].[CH3:22][C:23]1[C:24]([N:29]([CH2:52][O:53][CH2:54][CH2:55][O:56][CH3:57])[S:30]([C:33]2[S:34][C:35]([CH3:51])=[CH:36][C:37]=2[C:38]2[CH:49]=[CH:48][C:41]([CH2:42]OS(C)(=O)=O)=[CH:40][C:39]=2[CH3:50])(=[O:32])=[O:31])=[N:25][O:26][C:27]=1[CH3:28].O. Product: [CH3:22][C:23]1[C:24]([N:29]([CH2:52][O:53][CH2:54][CH2:55][O:56][CH3:57])[S:30]([C:33]2[S:34][C:35]([CH3:51])=[CH:36][C:37]=2[C:38]2[CH:49]=[CH:48][C:41]([CH2:42][N:7]3[C:8]4[C:3](=[C:2]([CH3:1])[N:11]=[C:10]([CH3:12])[CH:9]=4)[CH:4]=[C:5]([C:14]4[CH:19]=[CH:18][CH:17]=[CH:16][CH:15]=4)[C:6]3=[O:13])=[CH:40][C:39]=2[CH3:50])(=[O:32])=[O:31])=[N:25][O:26][C:27]=1[CH3:28]. The catalyst class is: 42. (7) Reactant: [F:1][C@@H:2]1[CH2:6][N:5]([C:7]([O:9][C:10]([CH3:13])([CH3:12])[CH3:11])=[O:8])[C@H:4]([C:14](OC)=[O:15])[CH2:3]1.[Li+].[BH4-]. Product: [F:1][C@@H:2]1[CH2:6][N:5]([C:7]([O:9][C:10]([CH3:11])([CH3:12])[CH3:13])=[O:8])[C@H:4]([CH2:14][OH:15])[CH2:3]1. The catalyst class is: 1.